Dataset: NCI-60 drug combinations with 297,098 pairs across 59 cell lines. Task: Regression. Given two drug SMILES strings and cell line genomic features, predict the synergy score measuring deviation from expected non-interaction effect. Drug 1: CN(C)N=NC1=C(NC=N1)C(=O)N. Drug 2: COC1=C2C(=CC3=C1OC=C3)C=CC(=O)O2. Cell line: MCF7. Synergy scores: CSS=-2.93, Synergy_ZIP=-0.123, Synergy_Bliss=-1.17, Synergy_Loewe=-1.67, Synergy_HSA=-1.72.